From a dataset of Reaction yield outcomes from USPTO patents with 853,638 reactions. Predict the reaction yield, written as a fraction of the theoretical maximum amount of product (1.0 means a 100% yield; for example, 0.34 means a 34% yield). The reactants are C(N(C(C)C)CC)(C)C.Cl.COC(=O)[C@H](C[C:17]([C:19]1[S:20][CH:21]=[CH:22][CH:23]=1)=[O:18])N.[Cl:25][C:26]1[CH:34]=[C:33]([C:35]([NH:37][CH2:38][C:39]2[CH:44]=[C:43]([OH:45])[CH:42]=[C:41]([OH:46])[CH:40]=2)=[O:36])[CH:32]=[CH:31][C:27]=1[C:28]([OH:30])=O.CN(C(O[N:55]1N=[N:62][C:57]2[CH:58]=CC=C[C:56]1=2)=[N+](C)C)C.F[P-](F)(F)(F)(F)F.C1C=CC2N([OH:80])N=NC=2C=1.CN(C)[CH:83]=[O:84]. No catalyst specified. The product is [Cl:25][C:26]1[CH:34]=[C:33]([C:35]([NH:37][CH2:38][C:39]2[CH:44]=[C:43]([OH:45])[CH:42]=[C:41]([OH:46])[CH:40]=2)=[O:36])[CH:32]=[CH:31][C:27]=1[C:28]([NH:62][C@H:57]([C:58]([O:84][CH3:83])=[O:80])[CH2:56][NH:55][C:17]([C:19]1[S:20][CH:21]=[CH:22][CH:23]=1)=[O:18])=[O:30]. The yield is 0.410.